This data is from CYP2D6 inhibition data for predicting drug metabolism from PubChem BioAssay. The task is: Regression/Classification. Given a drug SMILES string, predict its absorption, distribution, metabolism, or excretion properties. Task type varies by dataset: regression for continuous measurements (e.g., permeability, clearance, half-life) or binary classification for categorical outcomes (e.g., BBB penetration, CYP inhibition). Dataset: cyp2d6_veith. The compound is O=C(CSc1nc2ccccc2c(=O)n1CCCN1CCCCC1)NCc1ccccc1. The result is 1 (inhibitor).